This data is from Reaction yield outcomes from USPTO patents with 853,638 reactions. The task is: Predict the reaction yield, written as a fraction of the theoretical maximum amount of product (1.0 means a 100% yield; for example, 0.34 means a 34% yield). (1) The reactants are [Al+3].[Cl-].[Cl-].[Cl-].[CH:5]1[C:14]2[C:9](=[CH:10][CH:11]=[CH:12][CH:13]=2)[CH:8]=[CH:7][N:6]=1.[Br:15]Br. The catalyst is C(Cl)Cl. The product is [Br:15][C:10]1[CH:11]=[CH:12][CH:13]=[C:14]2[C:9]=1[CH:8]=[CH:7][N:6]=[CH:5]2. The yield is 0.280. (2) The reactants are [CH2:1]([N:8]1[C@H:13]([CH3:14])[CH2:12][N:11]([C@H:15]([C:23]2[CH:35]=[CH:34][C:26]([C:27]([N:29]([CH2:32][CH3:33])[CH2:30][CH3:31])=[O:28])=[CH:25][CH:24]=2)[C:16]2[CH:21]=[CH:20][CH:19]=[C:18]([OH:22])[CH:17]=2)[C@@H:10]([CH3:36])[CH2:9]1)[C:2]1[CH:7]=[CH:6][CH:5]=[CH:4][CH:3]=1.I[CH2:38][C:39]([O:41]CC)=[O:40]. No catalyst specified. The product is [CH2:1]([N:8]1[C@H:13]([CH3:14])[CH2:12][N:11]([C@@H:15]([C:16]2[CH:17]=[C:18]([CH:19]=[CH:20][CH:21]=2)[O:22][CH2:38][C:39]([OH:41])=[O:40])[C:23]2[CH:24]=[CH:25][C:26]([C:27]([N:29]([CH2:32][CH3:33])[CH2:30][CH3:31])=[O:28])=[CH:34][CH:35]=2)[C@@H:10]([CH3:36])[CH2:9]1)[C:2]1[CH:3]=[CH:4][CH:5]=[CH:6][CH:7]=1. The yield is 0.846. (3) The reactants are Br[C:2]1[C:7]2=[N:8][C:9]([C:12]([NH2:14])=[O:13])=[CH:10][N:11]=[C:6]2[CH:5]=[N:4][CH:3]=1.[F:15][C:16]1[CH:17]=[C:18](B(O)O)[CH:19]=[CH:20][C:21]=1[F:22].C(=O)([O-])[O-].[Cs+].[Cs+].O1CCOCC1. The catalyst is C1(P([C-]2C=CC=C2)C2C=CC=CC=2)C=CC=CC=1.[C-]1(P(C2C=CC=CC=2)C2C=CC=CC=2)C=CC=C1.[Fe+2].[Pd](Cl)Cl.O. The product is [F:15][C:16]1[CH:17]=[C:18]([C:2]2[C:7]3=[N:8][C:9]([C:12]([NH2:14])=[O:13])=[CH:10][N:11]=[C:6]3[CH:5]=[N:4][CH:3]=2)[CH:19]=[CH:20][C:21]=1[F:22]. The yield is 0.670. (4) The reactants are [N:1]1[CH:6]=[CH:5][CH:4]=[CH:3][C:2]=1[C:7]1[O:11][N:10]=[C:9]([C:12]([O:14]CC)=[O:13])[C:8]=1[C:17]([F:20])([F:19])[F:18].[OH-].[Na+]. The catalyst is C(O)C. The product is [N:1]1[CH:6]=[CH:5][CH:4]=[CH:3][C:2]=1[C:7]1[O:11][N:10]=[C:9]([C:12]([OH:14])=[O:13])[C:8]=1[C:17]([F:20])([F:18])[F:19]. The yield is 0.750. (5) The reactants are C([O:4][CH2:5][C:6]1[C:11]([C:12]2[CH:17]=[C:16]([NH:18][C:19]3[CH:24]=[CH:23][C:22]([N:25]4[CH2:30][CH2:29][N:28]([CH:31]5[CH2:34][O:33][CH2:32]5)[CH2:27][C@@H:26]4[CH3:35])=[CH:21][N:20]=3)[C:15](=[O:36])[N:14]([CH3:37])[CH:13]=2)=[CH:10][C:9]([F:38])=[CH:8][C:7]=1[N:39]1[CH2:52][CH2:51][N:42]2[C:43]3[CH2:44][CH2:45][CH2:46][CH2:47][C:48]=3[C:49]([F:50])=[C:41]2[C:40]1=[O:53])(=O)C.[OH-].[Li+].C(O)(C)C.C1COCC1. The catalyst is O. The product is [F:50][C:49]1[C:48]2[CH2:47][CH2:46][CH2:45][CH2:44][C:43]=2[N:42]2[CH2:51][CH2:52][N:39]([C:7]3[CH:8]=[C:9]([F:38])[CH:10]=[C:11]([C:12]4[CH:17]=[C:16]([NH:18][C:19]5[CH:24]=[CH:23][C:22]([N:25]6[CH2:30][CH2:29][N:28]([CH:31]7[CH2:32][O:33][CH2:34]7)[CH2:27][C@@H:26]6[CH3:35])=[CH:21][N:20]=5)[C:15](=[O:36])[N:14]([CH3:37])[CH:13]=4)[C:6]=3[CH2:5][OH:4])[C:40](=[O:53])[C:41]=12. The yield is 0.490.